Dataset: Reaction yield outcomes from USPTO patents with 853,638 reactions. Task: Predict the reaction yield, written as a fraction of the theoretical maximum amount of product (1.0 means a 100% yield; for example, 0.34 means a 34% yield). The reactants are [C:1]([CH:4]1[C:13]2[C:8](=[CH:9][CH:10]=[C:11]([O:14][CH3:15])[CH:12]=2)[C:7](=O)[O:6]C1=O)(=O)[CH3:2].[OH-].[NH4+:19]. No catalyst specified. The product is [CH3:15][O:14][C:11]1[CH:12]=[C:13]2[C:8](=[CH:9][CH:10]=1)[C:7](=[O:6])[NH:19][C:1]([CH3:2])=[CH:4]2. The yield is 0.740.